From a dataset of Full USPTO retrosynthesis dataset with 1.9M reactions from patents (1976-2016). Predict the reactants needed to synthesize the given product. (1) Given the product [C:1]([O:5][C:6](=[O:24])[NH:7][C:8]1[CH:9]=[C:10]2[C:22](=[O:23])[NH:21][N:20]=[CH:19][C:12]3=[C:13]([CH2:17][CH3:18])[NH:14][C:15]([CH:16]=1)=[C:11]23)([CH3:2])([CH3:3])[CH3:4], predict the reactants needed to synthesize it. The reactants are: [C:1]([O:5][C:6](=[O:24])[NH:7][C:8]1[CH:9]=[C:10]2[C:22](=[O:23])[NH:21][N:20]=[CH:19][C:12]3=[C:13]([CH:17]=[CH2:18])[NH:14][C:15]([CH:16]=1)=[C:11]23)([CH3:4])([CH3:3])[CH3:2].CN(C)C=O.CO. (2) Given the product [CH3:1][O:2][C:3]1[CH:10]=[CH:9][C:6]([CH:7]=[O:8])=[C:5]([NH2:11])[CH:4]=1, predict the reactants needed to synthesize it. The reactants are: [CH3:1][O:2][C:3]1[CH:10]=[CH:9][C:6]([CH:7]=[O:8])=[C:5]([N+:11]([O-])=O)[CH:4]=1. (3) Given the product [CH2:10]([C:3]([CH:4]=[O:5])([CH2:1][CH3:2])[CH2:6][CH2:7][C:8]#[N:9])[CH3:11], predict the reactants needed to synthesize it. The reactants are: [CH2:1]([C:3]([CH2:10][CH3:11])([CH2:6][CH2:7][C:8]#[N:9])[CH2:4][OH:5])[CH3:2].C(Cl)(=O)C(Cl)=O. (4) Given the product [CH3:39][S:40]([C:43]1[CH:48]=[CH:47][CH:46]=[CH:45][C:44]=1[CH2:49][NH:50][C:21](=[O:22])[CH:20]([NH:19][C:15]1[CH:14]=[C:13]2[C:18](=[CH:17][CH:16]=1)[C:9]([N:8]([C:6]([O:5][C:1]([CH3:4])([CH3:2])[CH3:3])=[O:7])[C:32]([O:34][C:35]([CH3:38])([CH3:36])[CH3:37])=[O:33])=[N:10][CH:11]=[CH:12]2)[C:24]1[CH:29]=[CH:28][CH:27]=[C:26]([O:30][CH3:31])[CH:25]=1)(=[O:41])=[O:42], predict the reactants needed to synthesize it. The reactants are: [C:1]([O:5][C:6]([N:8]([C:32]([O:34][C:35]([CH3:38])([CH3:37])[CH3:36])=[O:33])[C:9]1[C:18]2[C:13](=[CH:14][C:15]([NH:19][CH:20]([C:24]3[CH:29]=[CH:28][CH:27]=[C:26]([O:30][CH3:31])[CH:25]=3)[C:21](O)=[O:22])=[CH:16][CH:17]=2)[CH:12]=[CH:11][N:10]=1)=[O:7])([CH3:4])([CH3:3])[CH3:2].[CH3:39][S:40]([C:43]1[CH:48]=[CH:47][CH:46]=[CH:45][C:44]=1[CH2:49][NH2:50])(=[O:42])=[O:41].C(N(C(C)C)CC)(C)C.Cl.CN(C)CCCN=C=NCC.ON1C2N=CC=CC=2N=N1. (5) Given the product [CH3:1][O:2][C:3]1[CH:4]=[C:5]([C:20]2[CH2:21][O:13][C:12](=[O:15])[CH:19]=2)[CH:6]=[CH:7][CH:8]=1, predict the reactants needed to synthesize it. The reactants are: [CH3:1][O:2][C:3]1[CH:4]=[C:5](B(O)O)[CH:6]=[CH:7][CH:8]=1.[C:12](=[O:15])([O-])[O-:13].[Na+].[Na+].O1C[CH2:21][CH2:20][CH2:19]1. (6) Given the product [CH3:19][O:20][C:21]1[CH:44]=[CH:43][C:24]([CH2:25][N:26]2[C:30]3=[N:31][CH:32]=[CH:33][C:34]([CH2:35][N:1]4[CH2:4][CH:5]([CH2:12][CH2:13][CH3:14])[CH2:6][C:7]4=[O:9])=[C:29]3[N:28]=[C:27]2[C:37]2[CH:38]=[CH:39][CH:40]=[CH:41][CH:42]=2)=[CH:23][CH:22]=1, predict the reactants needed to synthesize it. The reactants are: [N+:1]([CH2:4][CH:5]([CH2:12][CH2:13][CH3:14])[CH2:6][C:7]([O:9]CC)=O)([O-])=O.C([O-])=O.[NH4+].[CH3:19][O:20][C:21]1[CH:44]=[CH:43][C:24]([CH2:25][N:26]2[C:30]3=[N:31][CH:32]=[CH:33][C:34]([CH:35]=O)=[C:29]3[N:28]=[C:27]2[C:37]2[CH:42]=[CH:41][CH:40]=[CH:39][CH:38]=2)=[CH:23][CH:22]=1. (7) Given the product [CH3:26][O:27][C:28]1[CH:35]=[CH:34][C:33]([O:36][CH3:37])=[CH:32][C:29]=1[CH2:30][C:8]1[CH:24]=[CH:23][C:11]2[S:12][C:13]([C:16]3[CH:21]=[CH:20][N:19]=[C:18]([NH2:22])[N:17]=3)=[C:14]([CH3:15])[C:10]=2[CH:9]=1, predict the reactants needed to synthesize it. The reactants are: C([C:8]1[CH:24]=[CH:23][C:11]2[S:12][C:13]([C:16]3[CH:21]=[CH:20][N:19]=[C:18]([NH2:22])[N:17]=3)=[C:14]([CH3:15])[C:10]=2[CH:9]=1)C1C=CC=CC=1.[Br-].[CH3:26][O:27][C:28]1[CH:35]=[CH:34][C:33]([O:36][CH3:37])=[CH:32][C:29]=1[CH2:30][Zn+].[Br-].C([Zn+])C1C=CC=CC=1. (8) Given the product [CH3:52][C:53]([CH3:57])([CH3:56])[CH2:54][NH:55][C:43]([C:42]1[CH:47]=[CH:48][CH:49]=[C:40]([C:9]2[C:10]3[C:15](=[CH:14][CH:13]=[C:12]([C:16]4[N:20]=[CH:19][N:18]([C:21]([C:28]5[CH:29]=[CH:30][CH:31]=[CH:32][CH:33]=5)([C:34]5[CH:39]=[CH:38][CH:37]=[CH:36][CH:35]=5)[C:22]5[CH:27]=[CH:26][CH:25]=[CH:24][CH:23]=5)[N:17]=4)[CH:11]=3)[N:7]([CH:2]3[CH2:3][CH2:4][CH2:5][CH2:6][O:1]3)[N:8]=2)[CH:41]=1)=[O:44], predict the reactants needed to synthesize it. The reactants are: [O:1]1[CH2:6][CH2:5][CH2:4][CH2:3][CH:2]1[N:7]1[C:15]2[C:10](=[CH:11][C:12]([C:16]3[N:20]=[CH:19][N:18]([C:21]([C:34]4[CH:39]=[CH:38][CH:37]=[CH:36][CH:35]=4)([C:28]4[CH:33]=[CH:32][CH:31]=[CH:30][CH:29]=4)[C:22]4[CH:27]=[CH:26][CH:25]=[CH:24][CH:23]=4)[N:17]=3)=[CH:13][CH:14]=2)[C:9]([C:40]2[CH:41]=[C:42]([CH:47]=[CH:48][CH:49]=2)[C:43](OC)=[O:44])=[N:8]1.[OH-].[Li+].[CH3:52][C:53]([CH3:57])([CH3:56])[CH2:54][NH2:55].O.ON1C2C=CC=CC=2N=N1.Cl.CN(C)CCCN=C=NCC. (9) Given the product [Cl:1][C:2]1[CH:8]=[C:7]2[C:5](=[CH:4][C:3]=1[OH:9])[O:6][CH:38]=[C:28]([C:18]1[CH:19]=[CH:20][C:21]([O:22][CH2:23][CH2:24][CH2:25][C:26]#[N:27])=[C:16]([O:15][CH2:14][CH2:13][CH2:12][C:10]#[N:11])[CH:17]=1)[C:29]2=[O:31], predict the reactants needed to synthesize it. The reactants are: [Cl:1][C:2]1[CH:8]=[CH:7][C:5]([OH:6])=[CH:4][C:3]=1[OH:9].[C:10]([CH2:12][CH2:13][CH2:14][O:15][C:16]1[CH:17]=[C:18]([CH2:28][C:29]([OH:31])=O)[CH:19]=[CH:20][C:21]=1[O:22][CH2:23][CH2:24][CH2:25][C:26]#[N:27])#[N:11].P(Cl)(Cl)(Cl)(Cl)Cl.[CH3:38]N(C=O)C. (10) Given the product [F:24][C:23]([F:26])([F:25])[CH2:22][O:1][C:2]1[CH:9]=[CH:8][C:5]([CH:6]=[O:7])=[CH:4][CH:3]=1, predict the reactants needed to synthesize it. The reactants are: [OH:1][C:2]1[CH:9]=[CH:8][C:5]([CH:6]=[O:7])=[CH:4][CH:3]=1.C([O-])([O-])=O.[Cs+].[Cs+].FC(F)(F)S(O[CH2:22][C:23]([F:26])([F:25])[F:24])(=O)=O.